Task: Predict the reactants needed to synthesize the given product.. Dataset: Full USPTO retrosynthesis dataset with 1.9M reactions from patents (1976-2016) (1) Given the product [Br:1][C:12]1[C:11]2[C:6](=[CH:7][CH:8]=[C:9]([C:14]3[CH:15]=[N:16][C:17]([CH3:20])=[CH:18][CH:19]=3)[CH:10]=2)[C:5](=[O:21])[N:4]([CH3:3])[CH:13]=1, predict the reactants needed to synthesize it. The reactants are: [Br:1]Br.[CH3:3][N:4]1[CH:13]=[CH:12][C:11]2[C:6](=[CH:7][CH:8]=[C:9]([C:14]3[CH:15]=[N:16][C:17]([CH3:20])=[CH:18][CH:19]=3)[CH:10]=2)[C:5]1=[O:21].O.[OH-].[Na+]. (2) Given the product [CH2:16]([C:15]1[C:10]2[C:11](=[N:12][C:7]([C:5]3[N:29]([CH:26]([CH3:28])[CH3:27])[N:2]=[CH:3][CH:4]=3)=[CH:8][CH:9]=2)[N:13]([CH:18]2[CH2:23][CH2:22][O:21][CH2:20][CH2:19]2)[N:14]=1)[CH3:17], predict the reactants needed to synthesize it. The reactants are: C[N:2](C)/[CH:3]=[CH:4]/[C:5]([C:7]1[N:12]=[C:11]2[N:13]([CH:18]3[CH2:23][CH2:22][O:21][CH2:20][CH2:19]3)[N:14]=[C:15]([CH2:16][CH3:17])[C:10]2=[CH:9][CH:8]=1)=O.Cl.[CH:26]([NH:29]N)([CH3:28])[CH3:27].O1CCCC1.Cl.